From a dataset of Reaction yield outcomes from USPTO patents with 853,638 reactions. Predict the reaction yield, written as a fraction of the theoretical maximum amount of product (1.0 means a 100% yield; for example, 0.34 means a 34% yield). The reactants are C1(N)C(F)=C(F)C(F)=C(N)C=1F.Cl.Cl.[N:15]1([C:21]2[CH:26]=[CH:25][C:24]([C:27]34[CH2:32][CH:31]3[CH2:30][NH:29][CH2:28]4)=[CH:23][CH:22]=2)[CH2:20][CH2:19][O:18][CH2:17][CH2:16]1.CCN(C(C)C)C(C)C.[CH3:42][O:43][CH2:44][CH2:45]Cl. The catalyst is CN(C=O)C. The product is [CH3:42][O:43][CH2:44][CH2:45][N:29]1[CH2:30][CH:31]2[C:27]([C:24]3[CH:23]=[CH:22][C:21]([N:15]4[CH2:20][CH2:19][O:18][CH2:17][CH2:16]4)=[CH:26][CH:25]=3)([CH2:32]2)[CH2:28]1. The yield is 0.370.